Dataset: Catalyst prediction with 721,799 reactions and 888 catalyst types from USPTO. Task: Predict which catalyst facilitates the given reaction. (1) Reactant: [C:1]([O:5][C:6](=[O:39])[CH2:7][CH:8]([NH:15][S:16]([C:19]1[CH:24]=[CH:23][C:22]([NH2:25])=[CH:21][C:20]=1[O:26][CH2:27][CH2:28][C:29]1[C:38]2[C:33](=[CH:34][CH:35]=[CH:36][CH:37]=2)[CH:32]=[CH:31][CH:30]=1)(=[O:18])=[O:17])[C:9]([N:11]([O:13][CH3:14])[CH3:12])=[O:10])([CH3:4])([CH3:3])[CH3:2].[C:40](Cl)(=[O:42])[CH3:41].C(N(CC)CC)C. Product: [C:1]([O:5][C:6](=[O:39])[CH2:7][CH:8]([NH:15][S:16]([C:19]1[CH:24]=[CH:23][C:22]([NH:25][C:40](=[O:42])[CH3:41])=[CH:21][C:20]=1[O:26][CH2:27][CH2:28][C:29]1[C:38]2[C:33](=[CH:34][CH:35]=[CH:36][CH:37]=2)[CH:32]=[CH:31][CH:30]=1)(=[O:18])=[O:17])[C:9]([N:11]([O:13][CH3:14])[CH3:12])=[O:10])([CH3:4])([CH3:2])[CH3:3]. The catalyst class is: 2. (2) Reactant: [C:1]([OH:24])(=[O:23])[CH2:2][CH2:3][CH2:4][CH2:5][CH2:6][CH2:7][CH2:8][CH2:9][CH2:10][CH2:11][CH2:12][CH2:13][CH2:14][CH2:15][CH2:16][CH2:17][CH2:18][CH2:19][CH2:20][CH2:21][CH3:22].[OH-].[K+].[N+]([O-])([O-])=O.[Ag+:31]. Product: [C:1]([O-:24])(=[O:23])[CH2:2][CH2:3][CH2:4][CH2:5][CH2:6][CH2:7][CH2:8][CH2:9][CH2:10][CH2:11][CH2:12][CH2:13][CH2:14][CH2:15][CH2:16][CH2:17][CH2:18][CH2:19][CH2:20][CH2:21][CH3:22].[Ag+:31]. The catalyst class is: 6. (3) Product: [CH3:35][O:34][C:32]([NH:1][CH2:2][CH2:3][O:4][CH:5]([C:17]1[CH:22]=[CH:21][CH:20]=[C:19]([Cl:23])[CH:18]=1)[CH2:6][CH2:7][N:8]([CH3:16])[C:9](=[O:15])[O:10][C:11]([CH3:14])([CH3:12])[CH3:13])=[O:33]. Reactant: [NH2:1][CH2:2][CH2:3][O:4][CH:5]([C:17]1[CH:22]=[CH:21][CH:20]=[C:19]([Cl:23])[CH:18]=1)[CH2:6][CH2:7][N:8]([CH3:16])[C:9](=[O:15])[O:10][C:11]([CH3:14])([CH3:13])[CH3:12].CCN(CC)CC.Cl[C:32]([O:34][CH3:35])=[O:33]. The catalyst class is: 79. (4) Reactant: [CH3:1][O:2][C:3]1[CH:4]=[C:5]([CH2:13][O:14][C:15]2[CH:20]=[CH:19][CH:18]=[CH:17][C:16]=2[CH:21]([CH3:26])[C:22]([O:24]C)=[O:23])[CH:6]=[C:7]([O:11][CH3:12])[C:8]=1[O:9][CH3:10].[OH-].[Na+]. Product: [CH3:12][O:11][C:7]1[CH:6]=[C:5]([CH2:13][O:14][C:15]2[CH:20]=[CH:19][CH:18]=[CH:17][C:16]=2[CH:21]([CH3:26])[C:22]([OH:24])=[O:23])[CH:4]=[C:3]([O:2][CH3:1])[C:8]=1[O:9][CH3:10]. The catalyst class is: 5. (5) Reactant: [C:1]1([C:11]2[CH:16]=[CH:15][CH:14]=[CH:13][CH:12]=2)[CH:6]=[CH:5][C:4]([CH:7](O)[C:8]#[CH:9])=[CH:3][CH:2]=1.[SiH](CC)(CC)CC.[NH4+].[Cl-]. Product: [CH2:7]([C:4]1[CH:5]=[CH:6][C:1]([C:11]2[CH:16]=[CH:15][CH:14]=[CH:13][CH:12]=2)=[CH:2][CH:3]=1)[C:8]#[CH:9]. The catalyst class is: 2. (6) Reactant: [F:1][C:2]([F:25])([F:24])[C:3]1[CH:4]=[C:5]([C:13]2[N:17]=[CH:16][N:15](/[CH:18]=[C:19](\[Br:23])/[C:20]([OH:22])=O)[N:14]=2)[CH:6]=[C:7]([C:9]([F:12])([F:11])[F:10])[CH:8]=1.ClC(OCC(C)C)=O.C[N:35]1CCOCC1. Product: [F:10][C:9]([F:11])([F:12])[C:7]1[CH:6]=[C:5]([C:13]2[N:17]=[CH:16][N:15](/[CH:18]=[C:19](\[Br:23])/[C:20]([NH2:35])=[O:22])[N:14]=2)[CH:4]=[C:3]([C:2]([F:24])([F:1])[F:25])[CH:8]=1. The catalyst class is: 1. (7) Reactant: [C:1]([N:4]1[C:12]2[C:7](=[CH:8][CH:9]=[C:10]([O:13][CH3:14])[CH:11]=2)[C:6](=O)[CH2:5]1)(=[O:3])[CH3:2].C1(P(=[CH:35][C:36]([O:38][CH3:39])=[O:37])(C2C=CC=CC=2)C2C=CC=CC=2)C=CC=CC=1. Product: [C:1]([N:4]1[C:12]2[C:7](=[CH:8][CH:9]=[C:10]([O:13][CH3:14])[CH:11]=2)[C:6]([CH2:35][C:36]([O:38][CH3:39])=[O:37])=[CH:5]1)(=[O:3])[CH3:2]. The catalyst class is: 11. (8) Reactant: [Br:1][C:2]1[CH:3]=[C:4]([F:21])[CH:5]=[C:6]2[C:11]=1[N:10]=[C:9](/[CH:12]=[N:13]/[NH:14][C:15]1[CH:20]=[CH:19][CH:18]=[CH:17][N:16]=1)[CH:8]=[CH:7]2.C(O)(=O)C.C(O)(=O)C.IC1C=CC=CC=1. Product: [N:14]1[N:13]=[C:12]([C:9]2[CH:8]=[CH:7][C:6]3[C:11](=[C:2]([Br:1])[CH:3]=[C:4]([F:21])[CH:5]=3)[N:10]=2)[N:16]2[CH:17]=[CH:18][CH:19]=[CH:20][C:15]=12. The catalyst class is: 2. (9) Reactant: Br[CH2:2][CH2:3][N:4]1[C:8]([CH2:9]Cl)=[CH:7][C:6]([N+:11]([O-:13])=[O:12])=[N:5]1.[CH3:14][O:15][CH2:16][CH2:17][CH2:18][NH2:19].CS(C)=O. Product: [CH3:14][O:15][CH2:16][CH2:17][CH2:18][N:19]1[CH2:2][CH2:3][N:4]2[N:5]=[C:6]([N+:11]([O-:13])=[O:12])[CH:7]=[C:8]2[CH2:9]1. The catalyst class is: 13.